From a dataset of Catalyst prediction with 721,799 reactions and 888 catalyst types from USPTO. Predict which catalyst facilitates the given reaction. (1) Reactant: Cl.Cl.[NH2:3][CH2:4][C@@:5]1([OH:13])[CH:10]2[CH2:11][CH2:12][N:7]([CH2:8][CH2:9]2)[CH2:6]1.C([O-])([O-])=O.[Cs+].[Cs+].[N:20]([C:23]1[CH:28]=[N:27][C:26]([S:29][CH3:30])=[CH:25][N:24]=1)=[C:21]=S.C(N=C=NC(C)C)(C)C. Product: [CH3:30][S:29][C:26]1[N:27]=[CH:28][C:23]([NH:20][C:21]2[O:13][C@:5]3([CH2:4][N:3]=2)[CH:10]2[CH2:9][CH2:8][N:7]([CH2:12][CH2:11]2)[CH2:6]3)=[N:24][CH:25]=1. The catalyst class is: 9. (2) Reactant: [Cl:1][C:2]1[CH:10]=[CH:9][CH:8]=[C:7]2[C:3]=1[CH:4]=[CH:5][NH:6]2.[C:11](Cl)([C:13](Cl)=[O:14])=[O:12].[CH3:17][CH2:18][OH:19]. Product: [CH2:18]([O:19][C:13](=[O:14])[C:11]([C:4]1[C:3]2[C:7](=[CH:8][CH:9]=[CH:10][C:2]=2[Cl:1])[NH:6][CH:5]=1)=[O:12])[CH3:17]. The catalyst class is: 1.